Task: Predict the product of the given reaction.. Dataset: Forward reaction prediction with 1.9M reactions from USPTO patents (1976-2016) (1) Given the reactants [Cl:1][C:2]1[CH:7]=[C:6]([Cl:8])[CH:5]=[CH:4][C:3]=1[C:9]1[N:10]=[C:11]([CH2:16][C:17]2[CH:22]=[CH:21][C:20]([C:23]3[CH:28]=[CH:27][C:26]([OH:29])=[CH:25][CH:24]=3)=[CH:19][CH:18]=2)[N:12]([CH2:14][CH3:15])[CH:13]=1.F[C:31]1[CH:40]=[CH:39][C:34]([C:35]([O:37][CH3:38])=[O:36])=[C:33]([N+:41]([O-:43])=[O:42])[CH:32]=1, predict the reaction product. The product is: [CH3:38][O:37][C:35](=[O:36])[C:34]1[CH:39]=[CH:40][C:31]([O:29][C:26]2[CH:25]=[CH:24][C:23]([C:20]3[CH:21]=[CH:22][C:17]([CH2:16][C:11]4[N:12]([CH2:14][CH3:15])[CH:13]=[C:9]([C:3]5[CH:4]=[CH:5][C:6]([Cl:8])=[CH:7][C:2]=5[Cl:1])[N:10]=4)=[CH:18][CH:19]=3)=[CH:28][CH:27]=2)=[CH:32][C:33]=1[N+:41]([O-:43])=[O:42]. (2) The product is: [CH3:26][S:27]([O:1][CH:2]([CH3:18])[CH2:3][N:4]1[CH2:9][CH2:8][CH:7]([NH:10][C:11]([O:12][C:13]([CH3:14])([CH3:16])[CH3:15])=[O:17])[CH2:6][CH2:5]1)(=[O:29])=[O:28]. Given the reactants [OH:1][CH:2]([CH3:18])[CH2:3][N:4]1[CH2:9][CH2:8][CH:7]([NH:10][C:11](=[O:17])[O:12][C:13]([CH3:16])([CH3:15])[CH3:14])[CH2:6][CH2:5]1.C(N(CC)CC)C.[CH3:26][S:27](Cl)(=[O:29])=[O:28].FC1C=C2C(C=CC(=O)N2CCN2CCC(NCC3C=CC4OCC(=O)NC=4N=3)CC2)=CC=1.S([O-])(=O)(=O)C, predict the reaction product. (3) Given the reactants [NH2:1][CH2:2][CH2:3][N:4]([CH:24]([CH3:26])[CH3:25])[C:5]1([CH2:16][C:17]2[CH:22]=[CH:21][CH:20]=[C:19]([Cl:23])[CH:18]=2)[C:13]2[C:8](=[CH:9][C:10]([Cl:14])=[CH:11][CH:12]=2)[NH:7][C:6]1=[O:15].C([O-])([O-])=O.[K+].[K+].[CH3:33][S:34](Cl)(=[O:36])=[O:35], predict the reaction product. The product is: [Cl:14][C:10]1[CH:9]=[C:8]2[C:13]([C:5]([N:4]([CH:24]([CH3:26])[CH3:25])[CH2:3][CH2:2][NH:1][S:34]([CH3:33])(=[O:36])=[O:35])([CH2:16][C:17]3[CH:22]=[CH:21][CH:20]=[C:19]([Cl:23])[CH:18]=3)[C:6](=[O:15])[NH:7]2)=[CH:12][CH:11]=1. (4) Given the reactants [CH3:1][C:2]1[C:3]([N:9]2[CH2:14][CH2:13][N:12]([C:15]([C:17]3[CH:22]=[CH:21][C:20]([NH:23][S:24]([CH3:27])(=[O:26])=[O:25])=[CH:19][CH:18]=3)=[O:16])[CH2:11][CH2:10]2)=[N:4][CH:5]=[C:6]([CH3:8])[CH:7]=1.[CH3:28]I, predict the reaction product. The product is: [CH3:1][C:2]1[C:3]([N:9]2[CH2:14][CH2:13][N:12]([C:15]([C:17]3[CH:22]=[CH:21][C:20]([N:23]([CH3:28])[S:24]([CH3:27])(=[O:26])=[O:25])=[CH:19][CH:18]=3)=[O:16])[CH2:11][CH2:10]2)=[N:4][CH:5]=[C:6]([CH3:8])[CH:7]=1.